From a dataset of Full USPTO retrosynthesis dataset with 1.9M reactions from patents (1976-2016). Predict the reactants needed to synthesize the given product. (1) Given the product [CH2:1]([C:6]1[N:11]=[CH:10][C:9]([C:12]([N:14]2[CH2:19][C@@H:18]3[CH2:20][C@H:15]2[CH2:16][N:17]3[C@H:21]([C:23]2[CH:28]=[CH:27][C:26]([O:29][CH2:30][CH2:31][CH3:32])=[C:25]([CH3:33])[C:24]=2[CH3:34])[CH3:22])=[O:13])=[CH:8][CH:7]=1)[CH3:2], predict the reactants needed to synthesize it. The reactants are: [CH3:1][CH2:2][Mg+].[Br-].Cl[C:6]1[N:11]=[CH:10][C:9]([C:12]([N:14]2[CH2:19][C@@H:18]3[CH2:20][C@H:15]2[CH2:16][N:17]3[C@H:21]([C:23]2[CH:28]=[CH:27][C:26]([O:29][CH2:30][CH2:31][CH3:32])=[C:25]([CH3:33])[C:24]=2[CH3:34])[CH3:22])=[O:13])=[CH:8][CH:7]=1. (2) Given the product [OH:19][C:13]1[C:12]([CH:9]2[CH2:8][CH2:7][CH:6]([C:4]([O:3][CH2:1][CH3:2])=[O:5])[CH2:11][CH2:10]2)=[CH:17][N:16]=[C:15]([CH3:18])[N:14]=1, predict the reactants needed to synthesize it. The reactants are: [CH2:1]([O:3][C:4]([CH:6]1[CH2:11][CH2:10][C:9]([C:12]2[C:13]([OH:19])=[N:14][C:15]([CH3:18])=[N:16][CH:17]=2)=[CH:8][CH2:7]1)=[O:5])[CH3:2]. (3) Given the product [Cl:16][C:12]1[CH:13]=[CH:14][CH:15]=[C:7]2[C:8]=1[C:9]1=[N:10][O:11][CH2:6][CH:5]1[CH2:4]2, predict the reactants needed to synthesize it. The reactants are: Cl[O-].[Na+].[CH2:4]([C:7]1[CH:15]=[CH:14][CH:13]=[C:12]([Cl:16])[C:8]=1[CH:9]=[N:10][OH:11])[CH:5]=[CH2:6].C([O-])(=O)C.[Na+]. (4) Given the product [CH:1]1([CH2:4][O:5][C:6]2[N:11]=[C:10]([C:12]([N:26]3[C@H:27]([C:29]([NH2:31])=[O:30])[CH2:28][C:24]4([CH2:22][CH2:23]4)[CH2:25]3)=[O:14])[CH:9]=[CH:8][C:7]=2[N:15]2[CH2:18][C:17]([F:20])([F:19])[CH2:16]2)[CH2:2][CH2:3]1, predict the reactants needed to synthesize it. The reactants are: [CH:1]1([CH2:4][O:5][C:6]2[N:11]=[C:10]([C:12]([OH:14])=O)[CH:9]=[CH:8][C:7]=2[N:15]2[CH2:18][C:17]([F:20])([F:19])[CH2:16]2)[CH2:3][CH2:2]1.Cl.[CH2:22]1[C:24]2([CH2:28][CH:27]([C:29]([NH2:31])=[O:30])[NH:26][CH2:25]2)[CH2:23]1. (5) Given the product [C:1]([N:4]1[C:13]2[C:8](=[CH:9][C:10]([C:14]3[CH:15]=[N:16][N:17]([CH2:19][CH2:20][N:21]([CH3:29])[C:22](=[O:28])[O:23][C:24]([CH3:25])([CH3:26])[CH3:27])[CH:18]=3)=[CH:11][CH:12]=2)[C@H:7]([NH:30][C:33]2[CH:38]=[CH:37][CH:36]=[CH:35][CH:34]=2)[CH2:6][C@@H:5]1[CH3:31])(=[O:3])[CH3:2], predict the reactants needed to synthesize it. The reactants are: [C:1]([N:4]1[C:13]2[C:8](=[CH:9][C:10]([C:14]3[CH:15]=[N:16][N:17]([CH2:19][CH2:20][N:21]([CH3:29])[C:22](=[O:28])[O:23][C:24]([CH3:27])([CH3:26])[CH3:25])[CH:18]=3)=[CH:11][CH:12]=2)[C@H:7]([NH2:30])[CH2:6][C@@H:5]1[CH3:31])(=[O:3])[CH3:2].I[C:33]1[CH:38]=[CH:37][CH:36]=[CH:35][CH:34]=1.C1(P(C2CCCCC2)C2C=CC=CC=2C2C(N(C)C)=CC=CC=2)CCCCC1.CC(C)([O-])C.[Na+]. (6) Given the product [C:24]([CH:23]([C:2]1[N:7]([CH2:8][CH3:9])[C:6](=[O:10])[N:5]([CH2:11][O:12][CH3:13])[C:4](=[O:14])[C:3]=1[CH:15]([CH3:17])[CH3:16])[C:22]1[CH:21]=[C:20]([CH:28]=[C:27]([CH3:29])[CH:26]=1)[C:18]#[N:19])#[N:25], predict the reactants needed to synthesize it. The reactants are: Cl[C:2]1[N:7]([CH2:8][CH3:9])[C:6](=[O:10])[N:5]([CH2:11][O:12][CH3:13])[C:4](=[O:14])[C:3]=1[CH:15]([CH3:17])[CH3:16].[C:18]([C:20]1[CH:21]=[C:22]([CH:26]=[C:27]([CH3:29])[CH:28]=1)[CH2:23][C:24]#[N:25])#[N:19].[H-].[Na+].[Cl-].[NH4+]. (7) The reactants are: [C:1]([O:5][C:6]([NH:8][C@H:9]([CH2:30][C:31]1[CH:36]=[C:35]([F:37])[C:34]([F:38])=[CH:33][C:32]=1[F:39])[CH2:10][C:11]([N:13]1[CH2:22][C:21]2[N:17]([CH:18]=[N:19][C:20]=2[C:23]([OH:25])=O)[C:16]2[CH:26]=[CH:27][CH:28]=[CH:29][C:15]=2[CH2:14]1)=[O:12])=[O:7])([CH3:4])([CH3:3])[CH3:2].C(Cl)CCl.CC[N:46]([CH:50]([CH3:52])C)[CH:47]([CH3:49])C.N1CCCC1. Given the product [C:1]([O:5][C:6](=[O:7])[NH:8][C@H:9]([CH2:30][C:31]1[CH:36]=[C:35]([F:37])[C:34]([F:38])=[CH:33][C:32]=1[F:39])[CH2:10][C:11](=[O:12])[N:13]1[CH2:22][C:21]2[N:17]([CH:18]=[N:19][C:20]=2[C:23]([N:46]2[CH2:47][CH2:49][CH2:52][CH2:50]2)=[O:25])[C:16]2[CH:26]=[CH:27][CH:28]=[CH:29][C:15]=2[CH2:14]1)([CH3:4])([CH3:2])[CH3:3], predict the reactants needed to synthesize it. (8) The reactants are: [CH:1]1([NH:7][C:8]([O:16][N:17]2[C:22]([CH3:24])([CH3:23])[CH2:21][CH:20]([O:25][C:26](=[O:28])[CH3:27])[CH2:19][C:18]2([CH3:30])[CH3:29])=[N:9][CH:10]2[CH2:15][CH2:14][CH2:13][CH2:12][CH2:11]2)[CH2:6][CH2:5][CH2:4][CH2:3][CH2:2]1.C(N(CC)CC)C.[C:38](Cl)(=[O:56])[CH2:39][CH2:40][CH2:41][CH2:42][CH2:43][CH2:44][CH2:45][CH2:46][CH2:47][CH2:48][CH2:49][CH2:50][CH2:51][CH2:52][CH2:53][CH2:54][CH3:55]. Given the product [CH:10]1([N:9]([C:38](=[O:56])[CH2:39][CH2:40][CH2:41][CH2:42][CH2:43][CH2:44][CH2:45][CH2:46][CH2:47][CH2:48][CH2:49][CH2:50][CH2:51][CH2:52][CH2:53][CH2:54][CH3:55])[C:8]([O:16][N:17]2[C:18]([CH3:30])([CH3:29])[CH2:19][CH:20]([O:25][C:26](=[O:28])[CH3:27])[CH2:21][C:22]2([CH3:24])[CH3:23])=[N:7][CH:1]2[CH2:6][CH2:5][CH2:4][CH2:3][CH2:2]2)[CH2:11][CH2:12][CH2:13][CH2:14][CH2:15]1, predict the reactants needed to synthesize it.